From a dataset of Full USPTO retrosynthesis dataset with 1.9M reactions from patents (1976-2016). Predict the reactants needed to synthesize the given product. (1) Given the product [N+:1]([C:4]1[CH:9]=[CH:8][CH:7]=[CH:6][C:5]=1[CH2:10][C:11]([O:13][CH2:19][CH3:20])=[O:12])([O-:3])=[O:2], predict the reactants needed to synthesize it. The reactants are: [N+:1]([C:4]1[CH:9]=[CH:8][CH:7]=[CH:6][C:5]=1[CH2:10][C:11]([OH:13])=[O:12])([O-:3])=[O:2].OS(O)(=O)=O.[CH2:19](O)[CH3:20]. (2) Given the product [CH2:82]([C:81]1[C:73]([S:72][C:63]2[N:62]([CH2:61][CH2:60][NH:59][CH2:54][C:55]([CH3:56])([CH3:58])[CH3:57])[C:70]3[CH:69]=[CH:68][N:67]=[C:66]([NH2:71])[C:65]=3[N:64]=2)=[CH:74][C:75]2[O:79][CH2:78][O:77][C:76]=2[CH:80]=1)[CH3:83], predict the reactants needed to synthesize it. The reactants are: NC1C2NC(=S)N(CCNCC(C)(C)C)C=2C=CN=1.C(C1C(I)=CC2OCOC=2C=1)C.CC1C=CC2C=CC3C=CC(C)=NC=3C=2N=1.C(O[Na])(C)(C)C.[CH2:54]([NH:59][CH2:60][CH2:61][N:62]1[C:70]2[CH:69]=[CH:68][N:67]=[C:66]([NH2:71])[C:65]=2[N:64]=[C:63]1[S:72][C:73]1[C:81]([CH:82]=[CH2:83])=[CH:80][C:76]2[O:77][CH2:78][O:79][C:75]=2[CH:74]=1)[C:55]([CH3:58])([CH3:57])[CH3:56].